This data is from Forward reaction prediction with 1.9M reactions from USPTO patents (1976-2016). The task is: Predict the product of the given reaction. (1) Given the reactants [CH2:1]([S:3][C:4]1[N:5]=[CH:6][C:7]2[CH:13]=[C:12]([C:14]3[CH:19]=[CH:18][CH:17]=[CH:16][CH:15]=3)[C:11]([C:20]3[CH:27]=[CH:26][C:23]([CH:24]=[O:25])=[CH:22][CH:21]=3)=[N:10][C:8]=2[N:9]=1)[CH3:2].ClC1C=C(C=CC=1)C(OO)=[O:33], predict the reaction product. The product is: [CH2:1]([S:3]([C:4]1[N:5]=[CH:6][C:7]2[CH:13]=[C:12]([C:14]3[CH:15]=[CH:16][CH:17]=[CH:18][CH:19]=3)[C:11]([C:20]3[CH:21]=[CH:22][C:23]([CH:24]=[O:25])=[CH:26][CH:27]=3)=[N:10][C:8]=2[N:9]=1)=[O:33])[CH3:2]. (2) Given the reactants [CH:1]1[C:6]([N:7]=[C:8]=[S:9])=[CH:5][C:4]2[C:10]([O:12][C:13]3([C:23]4[CH:24]=[CH:25][C:26]([OH:28])=[CH:27][C:22]=4[O:21][C:15]4[CH:16]=[C:17]([OH:20])[CH:18]=[CH:19][C:14]3=4)[C:3]=2[CH:2]=1)=[O:11].C1(S[N:36]=[C:37]=[O:38])C=CC=CC=1, predict the reaction product. The product is: [CH:1]1[CH:6]=[CH:5][C:4]([C:10]([OH:12])=[O:11])=[C:3]([C:13]2[C:14]3[CH:19]=[CH:18][C:17]([OH:20])=[CH:16][C:15]=3[O:21][C:22]3[C:23]=2[CH:24]=[CH:25][C:26]([CH:27]=3)=[O:28])[CH:2]=1.[NH:7]1[CH2:6][C:37](=[O:38])[NH:36][C:8]1=[S:9]. (3) The product is: [Cl:1][C:2]1[N:7]=[C:6]2[C:8]([C:31](=[O:49])[NH:20][C@H:21]3[CH2:26][CH2:25][CH2:24][CH2:23][C@@H:22]3[OH:27])=[CH:9][N:10]([C:11]([O:13][C:14]([CH3:17])([CH3:16])[CH3:15])=[O:12])[C:5]2=[CH:4][CH:3]=1. Given the reactants [Cl:1][C:2]1[N:7]=[C:6]2[C:8](I)=[CH:9][N:10]([C:11]([O:13][C:14]([CH3:17])([CH3:16])[CH3:15])=[O:12])[C:5]2=[CH:4][CH:3]=1.Cl.[NH2:20][C@H:21]1[CH2:26][CH2:25][CH2:24][CH2:23][C@@H:22]1[OH:27].CC1(C)C2C(=C(P(C3C=CC=CC=3)C3C=CC=CC=3)C=CC=2)[O:49][C:31]2C(P(C3C=CC=CC=3)C3C=CC=CC=3)=CC=CC1=2, predict the reaction product. (4) Given the reactants [NH2:1][C@@H:2]1[CH2:6][CH2:5][C@@:4]([C:11]([N:13]2[CH2:18][C@@H:17]3[CH2:19][C@H:14]2[CH2:15][N:16]3[C:20]([O:22][C:23]([CH3:26])([CH3:25])[CH3:24])=[O:21])=[O:12])([CH2:7][CH:8]([F:10])[F:9])[CH2:3]1.C(O[BH-](OC(=O)C)OC(=O)C)(=O)C.[Na+].[CH3:41][O:42][C@H:43]1[C:48](=O)[CH2:47][CH2:46][O:45][CH2:44]1.[OH-].[Na+], predict the reaction product. The product is: [C:23]([O:22][C:20]([N:16]1[CH2:15][C@@H:14]2[CH2:19][C@H:17]1[CH2:18][N:13]2[C:11]([C@@:4]1([CH2:7][CH:8]([F:9])[F:10])[CH2:5][CH2:6][C@@H:2]([NH:1][C@@H:48]2[C@H:43]([O:42][CH3:41])[CH2:44][O:45][CH2:46][CH2:47]2)[CH2:3]1)=[O:12])=[O:21])([CH3:26])([CH3:25])[CH3:24]. (5) Given the reactants [N:1]1[NH:2][N:3]=[C:4]([C:6]([O:8][CH2:9][CH3:10])=[O:7])[CH:5]=1.[F:11][C:12]([F:24])([F:23])[O:13][C:14]1[CH:19]=[CH:18][C:17](B(O)O)=[CH:16][CH:15]=1.N1C=CC=CC=1.O, predict the reaction product. The product is: [F:11][C:12]([F:23])([F:24])[O:13][C:14]1[CH:19]=[CH:18][C:17]([N:2]2[N:3]=[C:4]([C:6]([O:8][CH2:9][CH3:10])=[O:7])[CH:5]=[N:1]2)=[CH:16][CH:15]=1. (6) The product is: [NH2:14][C:12]1[CH:11]=[CH:10][C:4]([C:5]([O:7][CH2:8][CH3:9])=[O:6])=[C:3]([O:2][CH3:1])[CH:13]=1. Given the reactants [CH3:1][O:2][C:3]1[CH:13]=[C:12]([N+:14]([O-])=O)[CH:11]=[CH:10][C:4]=1[C:5]([O:7][CH2:8][CH3:9])=[O:6], predict the reaction product. (7) Given the reactants [CH2:1]([N:3]=[C:4]=[O:5])[CH3:2].F[C:7](F)(F)C(O)=O.[NH:13]1[C:17]2[CH:18]=[CH:19][CH:20]=[CH:21][C:16]=2[N:15]=[C:14]1[S:22][C:23]1[O:27][C:26](/[CH:28]=[C:29]2/[C:30](=[O:39])[N:31]([CH2:35][CH2:36][CH2:37][NH2:38])[C:32](=[O:34])[S:33]/2)=[CH:25][CH:24]=1.CCN(C(C)C)C(C)C, predict the reaction product. The product is: [CH2:1]([NH:3][C:4]([NH:38][CH2:37][CH2:36][CH2:35][N:31]1[C:30](=[O:39])/[C:29](=[CH:28]/[C:26]2[O:27][C:23]([S:22][C:14]3[N:15]([CH3:7])[C:16]4[CH:21]=[CH:20][CH:19]=[CH:18][C:17]=4[N:13]=3)=[CH:24][CH:25]=2)/[S:33][C:32]1=[O:34])=[O:5])[CH3:2]. (8) The product is: [C:1]([C:3]1[CH:4]=[CH:5][C:6](=[C:9]2[CH2:14][CH2:13][N:12]([C:15]([O:17][C:18]([CH3:21])([CH3:20])[CH3:19])=[O:16])[CH:11]=[CH:10]2)[CH2:7][N:8]=1)#[N:2]. Given the reactants [C:1]([C:3]1[N:8]=[CH:7][C:6]([C:9]2(O)[CH2:14][CH2:13][N:12]([C:15]([O:17][C:18]([CH3:21])([CH3:20])[CH3:19])=[O:16])[CH2:11][CH2:10]2)=[CH:5][CH:4]=1)#[N:2].O=P(Cl)(Cl)Cl, predict the reaction product. (9) Given the reactants [NH:1]1[CH2:6][CH2:5][C:4](=[O:7])[CH2:3][CH2:2]1.Cl.[N:9]1[CH:14]=[CH:13][C:12]([CH2:15]Cl)=[CH:11][CH:10]=1, predict the reaction product. The product is: [N:9]1[CH:14]=[CH:13][C:12]([CH2:15][N:1]2[CH2:6][CH2:5][C:4](=[O:7])[CH2:3][CH2:2]2)=[CH:11][CH:10]=1.